Dataset: Forward reaction prediction with 1.9M reactions from USPTO patents (1976-2016). Task: Predict the product of the given reaction. (1) The product is: [F:19][C:17]([F:18])([F:20])[C:14]1([CH2:12][N:9]2[CH2:8][CH2:7][CH:6]([CH2:4][OH:3])[CH2:11][CH2:10]2)[CH2:15][CH2:16]1. Given the reactants C([O:3][C:4]([CH:6]1[CH2:11][CH2:10][N:9]([C:12]([C:14]2([C:17]([F:20])([F:19])[F:18])[CH2:16][CH2:15]2)=O)[CH2:8][CH2:7]1)=O)C.[H-].[Al+3].[Li+].[H-].[H-].[H-].O.[OH-].[Na+].O, predict the reaction product. (2) Given the reactants [C:1]([O:5][C:6](=[O:21])[NH:7][C:8]1[CH:13]=[C:12](Cl)[N:11]=[C:10]([C:15]2[CH:20]=[CH:19][CH:18]=[CH:17][CH:16]=2)[N:9]=1)([CH3:4])([CH3:3])[CH3:2].CN.[CH2:24]([N:26](CC)CC)C.O, predict the reaction product. The product is: [C:1]([O:5][C:6](=[O:21])[NH:7][C:8]1[CH:13]=[C:12]([NH:26][CH3:24])[N:11]=[C:10]([C:15]2[CH:20]=[CH:19][CH:18]=[CH:17][CH:16]=2)[N:9]=1)([CH3:4])([CH3:3])[CH3:2]. (3) The product is: [Cl:22][C:2]1[CH:3]=[C:4]([C:7]([C:10]2[CH:15]=[CH:14][C:13]([Cl:16])=[CH:12][C:11]=2[Cl:17])=[CH:8][N:9]=1)[C:5]#[N:6]. Given the reactants N[C:2]1[CH:3]=[C:4]([C:7]([C:10]2[CH:15]=[CH:14][C:13]([Cl:16])=[CH:12][C:11]=2[Cl:17])=[CH:8][N:9]=1)[C:5]#[N:6].N([O-])=O.[Na+].[ClH:22], predict the reaction product. (4) The product is: [N+:9]([C:12]1[CH:18]=[CH:17][CH:16]=[CH:15][C:13]=1[N:14]=[C:4]=[O:3])([O-:11])=[O:10]. Given the reactants O=C(Cl)[O:3][C:4](Cl)(Cl)Cl.[N+:9]([C:12]1[CH:18]=[CH:17][CH:16]=[CH:15][C:13]=1[NH2:14])([O-:11])=[O:10], predict the reaction product. (5) Given the reactants [CH3:1][N:2]([CH2:13][C:14]1[N:18]([CH2:19][CH:20]2[CH2:25][CH2:24][CH2:23][NH:22][CH2:21]2)[C:17]2[CH:26]=[CH:27][CH:28]=[CH:29][C:16]=2[N:15]=1)[CH:3]1[C:12]2[N:11]=[CH:10][CH:9]=[CH:8][C:7]=2[CH2:6][CH2:5][CH2:4]1.C=O.[BH-](OC(C)=O)(OC(C)=O)O[C:34](C)=O.[Na+], predict the reaction product. The product is: [CH3:1][N:2]([CH2:13][C:14]1[N:18]([CH2:19][CH:20]2[CH2:25][CH2:24][CH2:23][N:22]([CH3:34])[CH2:21]2)[C:17]2[CH:26]=[CH:27][CH:28]=[CH:29][C:16]=2[N:15]=1)[CH:3]1[C:12]2[N:11]=[CH:10][CH:9]=[CH:8][C:7]=2[CH2:6][CH2:5][CH2:4]1. (6) Given the reactants [O:1]1[CH2:6][CH2:5][CH:4]([NH:7][NH:8]C(OC(C)(C)C)=O)[CH2:3][CH2:2]1.FC(F)(F)C(O)=O.F[C:24]1[C:29]([C:30](=O)[CH2:31][CH3:32])=[CH:28][CH:27]=[C:26]([F:34])[N:25]=1, predict the reaction product. The product is: [CH2:31]([C:30]1[C:29]2[C:24](=[N:25][C:26]([F:34])=[CH:27][CH:28]=2)[N:7]([CH:4]2[CH2:5][CH2:6][O:1][CH2:2][CH2:3]2)[N:8]=1)[CH3:32]. (7) The product is: [F:33][C:34]([F:36])([F:35])[CH:27]([C:26]1[CH:29]=[CH:30][CH:31]=[CH:32][C:25]=1[C:22]1[CH:21]=[C:20]([CH3:19])[S:24][CH:23]=1)[OH:28]. Given the reactants [F-].C([N+](CCCC)(CCCC)CCCC)CCC.[CH3:19][C:20]1[S:24][CH:23]=[C:22]([C:25]2[CH:32]=[CH:31][CH:30]=[CH:29][C:26]=2[CH:27]=[O:28])[CH:21]=1.[F:33][C:34]([Si](C)(C)C)([F:36])[F:35].Cl, predict the reaction product. (8) Given the reactants Cl[C:2]1[CH:7]=[C:6]([C:8]([NH:10][C:11]2[CH:16]=[C:15]([NH:17][C:18]([C:20]3[CH:25]=[CH:24][N:23]=[C:22]([N:26]4[CH2:31][CH2:30][O:29][CH2:28][CH2:27]4)[CH:21]=3)=[O:19])[CH:14]=[CH:13][C:12]=2[CH3:32])=[O:9])[CH:5]=[CH:4][N:3]=1.[CH3:33][N:34]([CH3:39])[CH2:35][CH2:36][NH:37][CH3:38], predict the reaction product. The product is: [CH3:33][N:34]([CH3:39])[CH2:35][CH2:36][N:37]([C:2]1[CH:7]=[C:6]([C:8]([NH:10][C:11]2[CH:16]=[C:15]([NH:17][C:18]([C:20]3[CH:25]=[CH:24][N:23]=[C:22]([N:26]4[CH2:27][CH2:28][O:29][CH2:30][CH2:31]4)[CH:21]=3)=[O:19])[CH:14]=[CH:13][C:12]=2[CH3:32])=[O:9])[CH:5]=[CH:4][N:3]=1)[CH3:38].